This data is from Catalyst prediction with 721,799 reactions and 888 catalyst types from USPTO. The task is: Predict which catalyst facilitates the given reaction. (1) Reactant: [C:1]([NH:8][CH2:9][CH2:10][C:11]([OH:13])=[O:12])([O:3][C:4]([CH3:7])([CH3:6])[CH3:5])=[O:2].O[N:15]1[C:19](=[O:20])[CH2:18][CH2:17][C:16]1=[O:21].O.ON1C2C=CC=CC=2N=N1.Cl.C(N=C=NCCCN(C)C)C. Product: [NH:8]([C:1]([O:3][C:4]([CH3:6])([CH3:7])[CH3:5])=[O:2])[CH2:9][CH2:10][C:11]([O:13][N:15]1[C:19](=[O:20])[CH2:18][CH2:17][C:16]1=[O:21])=[O:12]. The catalyst class is: 3. (2) Reactant: [F:1][C:2]1[CH:7]=[CH:6][C:5]([OH:8])=[C:4]([O:9][CH3:10])[CH:3]=1.[S:11]([C:15]1[CH:16]=[C:17]([NH:21][C:22]([C:24]2[C:25](ON3C4=NC=CC=C4N=N3)=[N:26][C:27]3[C:32]([CH:33]=2)=[CH:31][CH:30]=[CH:29][CH:28]=3)=[O:23])[CH:18]=[CH:19][CH:20]=1)(=[O:14])(=[O:13])[NH2:12].C([O-])([O-])=O.[K+].[K+]. Product: [F:1][C:2]1[CH:7]=[CH:6][C:5]([O:8][C:25]2[C:24]([C:22]([NH:21][C:17]3[CH:18]=[CH:19][CH:20]=[C:15]([S:11](=[O:13])(=[O:14])[NH2:12])[CH:16]=3)=[O:23])=[CH:33][C:32]3[C:27](=[CH:28][CH:29]=[CH:30][CH:31]=3)[N:26]=2)=[C:4]([O:9][CH3:10])[CH:3]=1. The catalyst class is: 3. (3) Product: [Br:1][C:2]1[C:3]2[N:4]([C:17](=[O:18])[NH:16][N:15]=2)[CH:5]=[CH:6][C:7]=1[C:8]1[CH:9]=[CH:10][C:11]([Cl:14])=[CH:12][CH:13]=1. Reactant: [Br:1][C:2]1[C:3]([NH:15][NH2:16])=[N:4][CH:5]=[CH:6][C:7]=1[C:8]1[CH:13]=[CH:12][C:11]([Cl:14])=[CH:10][CH:9]=1.[C:17](N1C=CN=C1)(N1C=CN=C1)=[O:18]. The catalyst class is: 1. (4) Reactant: [CH3:1][C:2]1[CH:7]=[C:6]([C:8]2[C:13]([CH3:14])=[CH:12][C:11]([CH:15]=[N:16]O)=[CH:10][N:9]=2)[CH:5]=[CH:4][N:3]=1.[ClH:18]. Product: [ClH:18].[CH3:1][C:2]1[CH:7]=[C:6]([C:8]2[C:13]([CH3:14])=[CH:12][C:11]([CH2:15][NH2:16])=[CH:10][N:9]=2)[CH:5]=[CH:4][N:3]=1. The catalyst class is: 63. (5) Reactant: [Cl:1][C:2]1[CH:31]=[CH:30][C:5]([CH2:6][NH:7][C:8]([C:10]2[C:11](=[O:29])[C:12]3[C:13]4[N:14]([CH:28]=2)[CH2:15][C:16](=[O:27])[N:17]([CH2:24][CH2:25][OH:26])[C:18]=4[CH:19]=[C:20]([CH2:22]Cl)[CH:21]=3)=[O:9])=[CH:4][CH:3]=1.[O:32]1[C:36]2[CH:37]=[CH:38][CH:39]=[CH:40][C:35]=2[CH:34]=[C:33]1[CH:41]([OH:45])[CH2:42][NH:43][CH3:44].CN(C=O)C.C(N(C(C)C)CC)(C)C. Product: [O:32]1[C:36]2[CH:37]=[CH:38][CH:39]=[CH:40][C:35]=2[CH:34]=[C:33]1[CH:41]([OH:45])[CH2:42][N:43]([CH2:22][C:20]1[CH:21]=[C:12]2[C:11](=[O:29])[C:10]([C:8]([NH:7][CH2:6][C:5]3[CH:30]=[CH:31][C:2]([Cl:1])=[CH:3][CH:4]=3)=[O:9])=[CH:28][N:14]3[CH2:15][C:16](=[O:27])[N:17]([CH2:24][CH2:25][OH:26])[C:18]([CH:19]=1)=[C:13]23)[CH3:44]. The catalyst class is: 13.